This data is from Forward reaction prediction with 1.9M reactions from USPTO patents (1976-2016). The task is: Predict the product of the given reaction. Given the reactants [Cl:1][C:2]1[CH:3]=[C:4]([C:9]2[N:14]=[C:13]([CH3:15])[N:12]=[C:11](Cl)[C:10]=2[C:17]#[N:18])[CH:5]=[CH:6][C:7]=1[Cl:8].[SH:19][CH2:20][C:21]([NH2:23])=[O:22].C(N(C(C)C)CC)(C)C, predict the reaction product. The product is: [Cl:1][C:2]1[CH:3]=[C:4]([C:9]2[N:14]=[C:13]([CH3:15])[N:12]=[C:11]([S:19][CH2:20][C:21]([NH2:23])=[O:22])[C:10]=2[C:17]#[N:18])[CH:5]=[CH:6][C:7]=1[Cl:8].